Dataset: NCI-60 drug combinations with 297,098 pairs across 59 cell lines. Task: Regression. Given two drug SMILES strings and cell line genomic features, predict the synergy score measuring deviation from expected non-interaction effect. (1) Drug 1: CC1=C(N=C(N=C1N)C(CC(=O)N)NCC(C(=O)N)N)C(=O)NC(C(C2=CN=CN2)OC3C(C(C(C(O3)CO)O)O)OC4C(C(C(C(O4)CO)O)OC(=O)N)O)C(=O)NC(C)C(C(C)C(=O)NC(C(C)O)C(=O)NCCC5=NC(=CS5)C6=NC(=CS6)C(=O)NCCC[S+](C)C)O. Drug 2: C1CCC(C(C1)N)N.C(=O)(C(=O)[O-])[O-].[Pt+4]. Cell line: RXF 393. Synergy scores: CSS=6.40, Synergy_ZIP=-4.95, Synergy_Bliss=-3.69, Synergy_Loewe=-8.98, Synergy_HSA=-4.09. (2) Drug 1: C1=NC(=NC(=O)N1C2C(C(C(O2)CO)O)O)N. Drug 2: C1CCC(C(C1)N)N.C(=O)(C(=O)[O-])[O-].[Pt+4]. Cell line: HS 578T. Synergy scores: CSS=35.2, Synergy_ZIP=-6.88, Synergy_Bliss=-3.77, Synergy_Loewe=0.835, Synergy_HSA=1.65. (3) Drug 1: CNC(=O)C1=NC=CC(=C1)OC2=CC=C(C=C2)NC(=O)NC3=CC(=C(C=C3)Cl)C(F)(F)F. Drug 2: CN(CCCl)CCCl.Cl. Cell line: A498. Synergy scores: CSS=3.17, Synergy_ZIP=1.40, Synergy_Bliss=4.43, Synergy_Loewe=-6.03, Synergy_HSA=1.22.